This data is from In vitro SARS-CoV-2 activity screen of 1,480 approved drugs from Prestwick library. The task is: Binary Classification. Given a drug SMILES string, predict its activity (active/inactive) in a high-throughput screening assay against a specified biological target. The compound is COC(=O)C1=C(C)NC(C)=C(C(=O)O[C@@H]2CCCN(Cc3ccccc3)C2)[C@@H]1c1cccc([N+](=O)[O-])c1.Cl. The result is 0 (inactive).